The task is: Binary Classification. Given a T-cell receptor sequence (or CDR3 region) and an epitope sequence, predict whether binding occurs between them.. This data is from TCR-epitope binding with 47,182 pairs between 192 epitopes and 23,139 TCRs. (1) The epitope is HPKVSSEVHI. The TCR CDR3 sequence is CAIGQGSYEQYF. Result: 0 (the TCR does not bind to the epitope). (2) The epitope is EPLPQGQLTAY. The TCR CDR3 sequence is CASSLGLETQYF. Result: 0 (the TCR does not bind to the epitope). (3) The epitope is PKYVKQNTLKLAT. The TCR CDR3 sequence is CATQGQLNYGYTF. Result: 1 (the TCR binds to the epitope).